From a dataset of Catalyst prediction with 721,799 reactions and 888 catalyst types from USPTO. Predict which catalyst facilitates the given reaction. Reactant: B(Cl)(Cl)Cl.C(Cl)Cl.C([O:15][C:16]1[C:17]([CH3:32])=[C:18]([CH3:31])[C:19]([NH:23][C:24]([C:26]2[S:27][CH:28]=[CH:29][CH:30]=2)=[O:25])=[N:20][C:21]=1[CH3:22])C1C=CC=CC=1.CC1C(C)=C(C)C(C)=C(C)C=1. Product: [OH:15][C:16]1[C:17]([CH3:32])=[C:18]([CH3:31])[C:19]([NH:23][C:24]([C:26]2[S:27][CH:28]=[CH:29][CH:30]=2)=[O:25])=[N:20][C:21]=1[CH3:22]. The catalyst class is: 147.